This data is from Full USPTO retrosynthesis dataset with 1.9M reactions from patents (1976-2016). The task is: Predict the reactants needed to synthesize the given product. (1) The reactants are: CON(C)[C:4](=[O:6])[CH3:5].[Br:8][C:9]1[CH:10]=[C:11]([CH:15]=[CH:16][CH:17]=1)[CH2:12][Mg]Br. Given the product [Br:8][C:9]1[CH:10]=[C:11]([CH2:12][C:4]([CH3:5])=[O:6])[CH:15]=[CH:16][CH:17]=1, predict the reactants needed to synthesize it. (2) Given the product [ClH:2].[C:5]([O-:8])(=[O:7])[CH3:6].[Na+:1].[C:5]([O-:8])(=[O:7])[CH3:6].[K+:4], predict the reactants needed to synthesize it. The reactants are: [Na+:1].[Cl-:2].[Cl-].[K+:4].[C:5]([OH:8])(=[O:7])[CH3:6]. (3) Given the product [CH3:21][O:20][C:14]1[CH:15]=[C:16]([N:19]=[N:33][C:26]2[CH:27]=[CH:28][CH:29]=[CH:24][N:35]=2)[CH:17]=[CH:18][C:13]=1[C:10]1[O:9][C:8]([C:5]2[CH:6]=[CH:7][C:2]([N:1]=[N:33][C:26]3[CH:27]=[CH:28][CH:29]=[CH:24][N:35]=3)=[CH:3][C:4]=2[O:22][CH3:23])=[CH:12][CH:11]=1, predict the reactants needed to synthesize it. The reactants are: [NH2:1][C:2]1[CH:7]=[CH:6][C:5]([C:8]2[O:9][C:10]([C:13]3[CH:18]=[CH:17][C:16]([NH2:19])=[CH:15][C:14]=3[O:20][CH3:21])=[CH:11][CH:12]=2)=[C:4]([O:22][CH3:23])[CH:3]=1.[C:24]1([NH2:35])[C:29](F)=[C:28](F)[C:27](F)=[C:26]([NH2:33])C=1F.Cl.Cl. (4) Given the product [CH2:1]([N:12]1[C:13]([C:16]([F:19])([F:17])[F:18])=[C:14]([CH3:15])[C:10]([Br:9])=[C:11]1[C:20]([O:22][CH2:23][CH3:24])=[O:21])[C:2]1[CH:7]=[CH:6][CH:5]=[CH:4][CH:3]=1, predict the reactants needed to synthesize it. The reactants are: [CH2:1](Br)[C:2]1[CH:7]=[CH:6][CH:5]=[CH:4][CH:3]=1.[Br:9][C:10]1[C:14]([CH3:15])=[C:13]([C:16]([F:19])([F:18])[F:17])[NH:12][C:11]=1[C:20]([O:22][CH2:23][CH3:24])=[O:21].C([O-])([O-])=O.[K+].[K+]. (5) The reactants are: [F:1][C:2]1[CH:3]=[C:4]([CH2:9][C:10]([OH:12])=O)[CH:5]=[CH:6][C:7]=1[F:8].C(Cl)(=O)C(Cl)=O.[NH2:19][C:20](=[N:26]O)[C:21]([O:23][CH2:24][CH3:25])=[O:22].C(N(CC)C(C)C)(C)C. Given the product [F:1][C:2]1[CH:3]=[C:4]([CH:5]=[CH:6][C:7]=1[F:8])[CH2:9][C:10]1[O:12][N:26]=[C:20]([C:21]([O:23][CH2:24][CH3:25])=[O:22])[N:19]=1, predict the reactants needed to synthesize it. (6) The reactants are: [H-].[Na+].[F:3][C:4]1[C:9]([C:10]2[NH:14][CH:13]=[C:12]([CH2:15][N:16]([CH3:24])[C:17](=[O:23])[O:18][C:19]([CH3:22])([CH3:21])[CH3:20])[C:11]=2[F:25])=[CH:8][CH:7]=[CH:6][N:5]=1.C1OCCOCCOCCOCCOC1.[O:41]1[CH:45]=[CH:44][CH:43]=[C:42]1[S:46](Cl)(=[O:48])=[O:47]. Given the product [F:25][C:11]1[C:12]([CH2:15][N:16]([CH3:24])[C:17](=[O:23])[O:18][C:19]([CH3:21])([CH3:22])[CH3:20])=[CH:13][N:14]([S:46]([C:42]2[O:41][CH:45]=[CH:44][CH:43]=2)(=[O:48])=[O:47])[C:10]=1[C:9]1[C:4]([F:3])=[N:5][CH:6]=[CH:7][CH:8]=1, predict the reactants needed to synthesize it. (7) Given the product [CH3:19][O:20][C:21]1[CH:26]=[CH:25][C:24]([S:27][CH2:12][C@@H:13]2[NH:14][C:15](=[O:18])[CH2:16][CH2:17]2)=[CH:23][CH:22]=1, predict the reactants needed to synthesize it. The reactants are: CC1C=CC(S(O[CH2:12][C@H:13]2[CH2:17][CH2:16][C:15](=[O:18])[NH:14]2)(=O)=O)=CC=1.[CH3:19][O:20][C:21]1[CH:26]=[CH:25][C:24]([SH:27])=[CH:23][CH:22]=1.C([O-])([O-])=O.[Cs+].[Cs+].CCOC(C)=O. (8) Given the product [CH2:1]([O:3][C:4]1[C:5]2[NH:10][C:16]3[CH2:17][CH2:18][NH:13][CH2:14][C:15]=3[C:6]=2[CH:7]=[CH:8][CH:9]=1)[CH3:2], predict the reactants needed to synthesize it. The reactants are: [CH2:1]([O:3][C:4]1[CH:9]=[CH:8][CH:7]=[CH:6][C:5]=1[NH:10]N)[CH3:2].Cl.[NH:13]1[CH2:18][CH2:17][C:16](=O)[CH2:15][CH2:14]1.Cl.O. (9) Given the product [NH:9]1[C:13]([CH2:14][O:15][C:16]2[C:17]([CH3:22])=[N:18][CH:19]=[CH:20][CH:21]=2)=[CH:12][N:11]=[N:10]1, predict the reactants needed to synthesize it. The reactants are: C(OC[N:9]1[C:13]([CH2:14][O:15][C:16]2[C:17]([CH3:22])=[N:18][CH:19]=[CH:20][CH:21]=2)=[CH:12][N:11]=[N:10]1)(=O)C(C)(C)C.[OH-].[Na+].N1NN=C(COC2C=CC(N3C=NN=N3)=NC=2)C=1.